Dataset: Full USPTO retrosynthesis dataset with 1.9M reactions from patents (1976-2016). Task: Predict the reactants needed to synthesize the given product. (1) Given the product [Br:10][C:5]1[S:1][C:2]2[CH2:9][CH2:8][CH2:7][CH2:6][C:3]=2[CH:4]=1, predict the reactants needed to synthesize it. The reactants are: [S:1]1[CH:5]=[CH:4][C:3]2[CH2:6][CH2:7][CH2:8][CH2:9][C:2]1=2.[Br:10]N1C(=O)CCC1=O. (2) Given the product [C:1]1([N:7]2[CH:11]=[C:10]([C:12]([NH:30][CH2:31][CH2:32][C:33]([OH:35])=[O:34])=[O:14])[C:9]([C:15]([F:18])([F:17])[F:16])=[N:8]2)[CH:2]=[CH:3][CH:4]=[CH:5][CH:6]=1, predict the reactants needed to synthesize it. The reactants are: [C:1]1([N:7]2[CH:11]=[C:10]([C:12]([OH:14])=O)[C:9]([C:15]([F:18])([F:17])[F:16])=[N:8]2)[CH:6]=[CH:5][CH:4]=[CH:3][CH:2]=1.CCN=C=NCCCN(C)C.[NH2:30][CH2:31][CH2:32][C:33]([O:35]C)=[O:34].C1C=CC2N(O)N=NC=2C=1.C(N(C(C)C)C(C)C)C. (3) Given the product [NH2:20][S:21]([NH:24][C:25]1[CH:26]=[C:27]([CH:58]=[CH:59][CH:60]=1)[CH2:28][NH:29][C:30](=[O:57])[C@H:31]([NH:45][C:46]1[CH:47]=[C:48]2[C:53](=[CH:54][CH:55]=1)[C:52]([NH2:56])=[N:51][CH:50]=[CH:49]2)[C:32]1[CH:37]=[CH:36][C:35]([O:38][CH:39]([CH3:40])[CH3:41])=[C:34]([O:42][CH2:43][CH3:44])[CH:33]=1)(=[O:22])=[O:23], predict the reactants needed to synthesize it. The reactants are: BrC1C=C2C(=CC=1)C(=O)NN=C2.FC(F)(F)C(O)=O.[NH2:20][S:21]([NH:24][C:25]1[CH:26]=[C:27]([CH:58]=[CH:59][CH:60]=1)[CH2:28][NH:29][C:30](=[O:57])[CH:31]([NH:45][C:46]1[CH:47]=[C:48]2[C:53](=[CH:54][CH:55]=1)[C:52]([NH2:56])=[N:51][CH:50]=[CH:49]2)[C:32]1[CH:37]=[CH:36][C:35]([O:38][CH:39]([CH3:41])[CH3:40])=[C:34]([O:42][CH2:43][CH3:44])[CH:33]=1)(=[O:23])=[O:22]. (4) Given the product [CH2:1]([O:8][C:9]([N:11]1[CH2:17][CH2:16][CH2:15][CH:14]([NH:18][C:46](=[O:47])[CH:49]([O:55][C:56]([N:58]2[CH2:59][CH2:60][O:61][CH2:62][CH2:63]2)=[O:57])[CH2:50][C:51]([CH3:54])([CH3:53])[CH3:52])[C:13](=[O:21])[CH2:12]1)=[O:10])[C:2]1[CH:7]=[CH:6][CH:5]=[CH:4][CH:3]=1, predict the reactants needed to synthesize it. The reactants are: [CH2:1]([O:8][C:9]([N:11]1[CH2:17][CH2:16][CH2:15][CH:14]([N:18]=[N+]=[N-])[CH:13]([OH:21])[CH2:12]1)=[O:10])[C:2]1[CH:7]=[CH:6][CH:5]=[CH:4][CH:3]=1.C(S)CCS.C(OC(N1CCCC(N)C(O)C1)=O)C1C=CC=CC=1.[C:46]([CH:49]([O:55][C:56]([N:58]1[CH2:63][CH2:62][O:61][CH2:60][CH2:59]1)=[O:57])[CH2:50][C:51]([CH3:54])([CH3:53])[CH3:52])(O)=[O:47].C(Cl)CCl.C1C=CC2N(O)N=NC=2C=1.CN1CCOCC1.